This data is from Forward reaction prediction with 1.9M reactions from USPTO patents (1976-2016). The task is: Predict the product of the given reaction. (1) Given the reactants [CH3:1][O:2][C:3](=[O:40])[C@@H:4]([NH:32][C:33]([O:35][C:36]([CH3:39])([CH3:38])[CH3:37])=[O:34])[CH2:5][C:6]1[CH:31]=[CH:30][C:9]2[O:10][CH:11]([C:14]3[CH:19]=[CH:18][C:17]([O:20][CH2:21][C:22]4[CH:27]=[CH:26][C:25]([Cl:28])=[C:24]([Cl:29])[CH:23]=4)=[CH:16][CH:15]=3)[CH2:12][O:13][C:8]=2[CH:7]=1.[C:41](O)(C(F)(F)F)=O.C=O, predict the reaction product. The product is: [CH3:1][O:2][C:3]([CH:4]1[CH2:5][C:6]2[CH:7]=[C:8]3[O:13][CH2:12][C@H:11]([C:14]4[CH:15]=[CH:16][C:17]([O:20][CH2:21][C:22]5[CH:27]=[CH:26][C:25]([Cl:28])=[C:24]([Cl:29])[CH:23]=5)=[CH:18][CH:19]=4)[O:10][C:9]3=[CH:30][C:31]=2[CH2:41][N:32]1[C:33]([O:35][C:36]([CH3:37])([CH3:39])[CH3:38])=[O:34])=[O:40]. (2) Given the reactants OCCN1CCN(CC(NC2C(SC)=NC(C)=CC=2SC)=O)CC1.O[CH2:26][CH2:27][N:28]1[CH2:33][CH2:32][N:31]([CH2:34][C:35]([NH:37][C:38]2[C:39]([N:50]3[CH2:54][CH2:53][CH2:52][CH2:51]3)=[N:40][C:41]([CH3:49])=[CH:42][C:43]=2[N:44]2[CH2:48][CH2:47][CH2:46][CH2:45]2)=[O:36])[CH2:30][CH2:29]1.SC1NC2C=CC=CC=2N=1.[SH:65][C:66]1[S:67][C:68]2[CH:74]=[CH:73][CH:72]=[CH:71][C:69]=2[N:70]=1, predict the reaction product. The product is: [S:67]1[C:68]2[CH:74]=[CH:73][CH:72]=[CH:71][C:69]=2[N:70]=[C:66]1[S:65][CH2:26][CH2:27][N:28]1[CH2:33][CH2:32][N:31]([CH2:34][C:35]([NH:37][C:38]2[C:39]([N:50]3[CH2:54][CH2:53][CH2:52][CH2:51]3)=[N:40][C:41]([CH3:49])=[CH:42][C:43]=2[N:44]2[CH2:48][CH2:47][CH2:46][CH2:45]2)=[O:36])[CH2:30][CH2:29]1. (3) Given the reactants [Cl:1][C:2]1[C:10]2[C:5](=[CH:6][C:7]([S:11]([N:14]3[CH2:19][CH2:18][N:17]([C:20]([CH:22]4[CH2:27][CH2:26][N:25]([C:28]5[CH:29]=[N:30][C:31]([O:35]C)=[C:32]([CH3:34])[CH:33]=5)[CH2:24][CH2:23]4)=[O:21])[CH2:16][CH2:15]3)(=[O:13])=[O:12])=[CH:8][CH:9]=2)[NH:4][CH:3]=1.Cl.N1C=CC=CC=1.O.ClCCl, predict the reaction product. The product is: [Cl:1][C:2]1[C:10]2[C:5](=[CH:6][C:7]([S:11]([N:14]3[CH2:19][CH2:18][N:17]([C:20]([CH:22]4[CH2:23][CH2:24][N:25]([C:28]5[CH:33]=[C:32]([CH3:34])[C:31](=[O:35])[NH:30][CH:29]=5)[CH2:26][CH2:27]4)=[O:21])[CH2:16][CH2:15]3)(=[O:13])=[O:12])=[CH:8][CH:9]=2)[NH:4][CH:3]=1.